This data is from Peptide-MHC class I binding affinity with 185,985 pairs from IEDB/IMGT. The task is: Regression. Given a peptide amino acid sequence and an MHC pseudo amino acid sequence, predict their binding affinity value. This is MHC class I binding data. (1) The peptide sequence is QRALFMHFR. The MHC is HLA-A11:01 with pseudo-sequence HLA-A11:01. The binding affinity (normalized) is 0.137. (2) The peptide sequence is AEPLWVTVY. The MHC is Mamu-A11 with pseudo-sequence Mamu-A11. The binding affinity (normalized) is 0.571. (3) The peptide sequence is ETALPQDSY. The MHC is HLA-B51:01 with pseudo-sequence HLA-B51:01. The binding affinity (normalized) is 0.0847. (4) The peptide sequence is KSVGVERTM. The MHC is HLA-B15:01 with pseudo-sequence HLA-B15:01. The binding affinity (normalized) is 0.0847. (5) The peptide sequence is EEDLPVTWR. The MHC is HLA-A69:01 with pseudo-sequence HLA-A69:01. The binding affinity (normalized) is 0.0847.